Task: Predict the reactants needed to synthesize the given product.. Dataset: Full USPTO retrosynthesis dataset with 1.9M reactions from patents (1976-2016) (1) Given the product [NH2:1][C@H:2]1[C@@H:7]([NH:8][C:9]([C:11]2[NH:12][C:13]([CH3:18])=[C:14]([Cl:17])[C:15]=2[Cl:16])=[O:10])[CH2:6][CH2:5][N:4]([C:19]2[S:20][C:21]([C:24]([OH:26])=[O:25])=[CH:22][N:23]=2)[CH2:3]1, predict the reactants needed to synthesize it. The reactants are: [NH2:1][C@H:2]1[C@@H:7]([NH:8][C:9]([C:11]2[NH:12][C:13]([CH3:18])=[C:14]([Cl:17])[C:15]=2[Cl:16])=[O:10])[CH2:6][CH2:5][N:4]([C:19]2[S:20][C:21]([C:24]([O:26]C)=[O:25])=[CH:22][N:23]=2)[CH2:3]1.[OH-].[Na+]. (2) Given the product [F:1][C:2]1[CH:7]=[CH:6][C:5]([C:8]2[CH:9]=[C:10]([CH:18]([CH3:19])[CH3:20])[CH:11]=[C:12]3[C:17]=2[N:16]=[CH:15][CH:14]=[CH:13]3)=[CH:4][C:3]=1[CH2:21][CH2:22][C:23]1[CH:24]=[CH:25][C:26]([S:29]([CH3:32])(=[O:31])=[O:30])=[CH:27][CH:28]=1, predict the reactants needed to synthesize it. The reactants are: [F:1][C:2]1[CH:7]=[CH:6][C:5]([C:8]2[CH:9]=[C:10]([CH:18]([CH3:20])[CH3:19])[CH:11]=[C:12]3[C:17]=2[N:16]=[CH:15][CH:14]=[CH:13]3)=[CH:4][C:3]=1[CH:21]=[CH:22][C:23]1[CH:28]=[CH:27][C:26]([S:29]([CH3:32])(=[O:31])=[O:30])=[CH:25][CH:24]=1. (3) Given the product [Br:10][C:8]1[CH:7]=[CH:6][C:5]([O:11][CH3:12])=[C:4]([CH:2]([OH:3])[CH3:1])[CH:9]=1, predict the reactants needed to synthesize it. The reactants are: [CH3:1][C:2]([C:4]1[CH:9]=[C:8]([Br:10])[CH:7]=[CH:6][C:5]=1[O:11][CH3:12])=[O:3]. (4) Given the product [F:36][C:2]([F:35])([F:1])[C:3]1[CH:4]=[C:5]([CH:28]=[C:29]([C:31]([F:34])([F:33])[F:32])[CH:30]=1)[CH2:6][N:7]([CH2:8][C:9]1[C:10]([N:20]([CH2:23][CH:24]2[CH2:27][CH2:26][CH2:25]2)[CH2:21][CH3:22])=[N:11][C:12]2[C:17]([CH:18]=1)=[CH:16][CH:15]=[CH:14][C:13]=2[CH3:19])[C:41]1[N:42]=[CH:43][C:38]([Br:37])=[CH:39][N:40]=1, predict the reactants needed to synthesize it. The reactants are: [F:1][C:2]([F:36])([F:35])[C:3]1[CH:4]=[C:5]([CH:28]=[C:29]([C:31]([F:34])([F:33])[F:32])[CH:30]=1)[CH2:6][NH:7][CH2:8][C:9]1[C:10]([N:20]([CH2:23][CH:24]2[CH2:27][CH2:26][CH2:25]2)[CH2:21][CH3:22])=[N:11][C:12]2[C:17]([CH:18]=1)=[CH:16][CH:15]=[CH:14][C:13]=2[CH3:19].[Br:37][C:38]1[CH:39]=[N:40][C:41](Cl)=[N:42][CH:43]=1.[F-].[K+].O. (5) Given the product [CH3:1][O:2][C:3](=[O:21])[C:4]1[CH:5]=[CH:6][C:7]([CH2:34][CH2:35][CH2:36][CH2:37][CH2:38][CH3:39])=[CH:8][CH:9]=1, predict the reactants needed to synthesize it. The reactants are: [CH3:1][O:2][C:3](=[O:21])[C:4]1[CH:9]=[CH:8][C:7](OS(C2C=CC(C)=CC=2)(=O)=O)=[CH:6][CH:5]=1.C1COCC1.CN1CCCC1=O.[CH2:34]([Mg]Br)[CH2:35][CH2:36][CH2:37][CH2:38][CH3:39]. (6) Given the product [C:1]1([C:11]2[C:9]3[C:10]4[C:1](=[CH:2][CH:3]=[CH:4][CH:5]=4)[CH2:11][C:15]=3[C:14]([C:18]#[N:19])=[C:13]([N:20]3[CH2:25][CH2:24][CH2:23][CH2:22][CH2:21]3)[CH:12]=2)[C:10]2[C:5](=[CH:6][CH:7]=[CH:8][CH:9]=2)[CH:4]=[CH:3][CH:2]=1, predict the reactants needed to synthesize it. The reactants are: [C:1]1([C:11]2O[C:15](=O)[C:14]([C:18]#[N:19])=[C:13]([N:20]3[CH2:25][CH2:24][CH2:23][CH2:22][CH2:21]3)[CH:12]=2)[C:10]2[C:5](=[CH:6][CH:7]=[CH:8][CH:9]=2)[CH:4]=[CH:3][CH:2]=1.[H-].[Na+].